Dataset: Peptide-MHC class II binding affinity with 134,281 pairs from IEDB. Task: Regression. Given a peptide amino acid sequence and an MHC pseudo amino acid sequence, predict their binding affinity value. This is MHC class II binding data. (1) The peptide sequence is AFAATHNPWASQEG. The MHC is DRB1_0101 with pseudo-sequence DRB1_0101. The binding affinity (normalized) is 0.395. (2) The peptide sequence is SKGDSARVTVKDVTF. The MHC is HLA-DPA10201-DPB10501 with pseudo-sequence HLA-DPA10201-DPB10501. The binding affinity (normalized) is 0.0790.